From a dataset of Full USPTO retrosynthesis dataset with 1.9M reactions from patents (1976-2016). Predict the reactants needed to synthesize the given product. (1) The reactants are: [F:1][C:2]1[CH:7]=[C:6]([S:8][C:9]([F:12])([F:11])[F:10])[CH:5]=[CH:4][C:3]=1[N:13]([CH3:20])[C:14]([NH:16][CH2:17][C:18]#[CH:19])=[O:15].C(N(C(C)C)CC)(C)C.[F:30][C:31]1[CH:39]=[CH:38][CH:37]=[C:36]([F:40])[C:32]=1[C:33](Cl)=[O:34].C(OC)(C)(C)C. Given the product [F:30][C:31]1[CH:39]=[CH:38][CH:37]=[C:36]([F:40])[C:32]=1[C:33]([N:16]([CH2:17][C:18]#[CH:19])[C:14]([N:13]([C:3]1[CH:4]=[CH:5][C:6]([S:8][C:9]([F:11])([F:10])[F:12])=[CH:7][C:2]=1[F:1])[CH3:20])=[O:15])=[O:34], predict the reactants needed to synthesize it. (2) Given the product [CH3:17][N:18]([CH3:19])[CH:2]([CH2:15][CH3:16])[C:3]([C:5]1[CH:10]=[CH:9][C:8]([NH:11][C:12](=[O:14])[CH3:13])=[CH:7][CH:6]=1)=[O:4], predict the reactants needed to synthesize it. The reactants are: Br[CH:2]([CH2:15][CH3:16])[C:3]([C:5]1[CH:10]=[CH:9][C:8]([NH:11][C:12](=[O:14])[CH3:13])=[CH:7][CH:6]=1)=[O:4].[CH3:17][NH:18][CH3:19].CCN(C(C)C)C(C)C. (3) Given the product [C:33]([CH2:32][C:29]1[CH:30]=[CH:31][C:26]([NH:25][C:23]([C@@H:13]2[NH:12][C@@H:11]([CH2:38][C:39]([CH3:42])([CH3:40])[CH3:41])[C@:10]3([C:5]4[C:6](=[CH:7][C:2]([Cl:1])=[CH:3][CH:4]=4)[NH:8][C:9]3=[O:43])[C@H:14]2[C:15]2[CH:20]=[CH:19][CH:18]=[C:17]([Cl:21])[C:16]=2[F:22])=[O:24])=[C:27]([O:36][CH3:37])[CH:28]=1)(=[O:34])[NH2:46], predict the reactants needed to synthesize it. The reactants are: [Cl:1][C:2]1[CH:7]=[C:6]2[NH:8][C:9](=[O:43])[C@:10]3([C@@H:14]([C:15]4[CH:20]=[CH:19][CH:18]=[C:17]([Cl:21])[C:16]=4[F:22])[C@H:13]([C:23]([NH:25][C:26]4[CH:31]=[CH:30][C:29]([CH2:32][C:33](O)=[O:34])=[CH:28][C:27]=4[O:36][CH3:37])=[O:24])[NH:12][C@H:11]3[CH2:38][C:39]([CH3:42])([CH3:41])[CH3:40])[C:5]2=[CH:4][CH:3]=1.CC[N:46]=C=NCCCN(C)C.C1C=CC2N(O)N=NC=2C=1.[NH4+].[Cl-].C(N(CC)CC)C. (4) Given the product [Cl:1][C:2]1[CH:3]=[C:4]([C@@H:8]2[C@@H:13]([C:14]3[CH:15]=[CH:16][C:17]([Cl:20])=[CH:18][CH:19]=3)[N:12]([C@@H:21]([CH2:35][CH3:36])[CH2:22][OH:23])[C:11](=[O:37])[C@@H:10]([CH2:38][C:39]([OH:41])=[O:40])[O:9]2)[CH:5]=[CH:6][CH:7]=1, predict the reactants needed to synthesize it. The reactants are: [Cl:1][C:2]1[CH:3]=[C:4]([C@@H:8]2[C@@H:13]([C:14]3[CH:19]=[CH:18][C:17]([Cl:20])=[CH:16][CH:15]=3)[N:12]([C@@H:21]([CH2:35][CH3:36])[CH2:22][O:23]CC3C=CC(OC)=C(OC)C=3)[C:11](=[O:37])[C@@H:10]([CH2:38][C:39]([O:41]C(C)(C)C)=[O:40])[O:9]2)[CH:5]=[CH:6][CH:7]=1.C(C1C(=O)C(Cl)=C(Cl)C(=O)C=1C#N)#N.C(=O)(O)[O-].[Na+]. (5) Given the product [N+:8]([C:7]1[CH:6]=[CH:5][C:4]([N:11]2[CH2:16][CH2:15][CH2:14][CH2:13][CH2:12]2)=[CH:3][C:2]=1[B:20]1[O:21][C:22]([CH3:24])([CH3:23])[C:18]([CH3:34])([CH3:17])[O:19]1)([O-:10])=[O:9], predict the reactants needed to synthesize it. The reactants are: Br[C:2]1[CH:3]=[C:4]([N:11]2[CH2:16][CH2:15][CH2:14][CH2:13][CH2:12]2)[CH:5]=[CH:6][C:7]=1[N+:8]([O-:10])=[O:9].[CH3:17][C:18]1([CH3:34])[C:22]([CH3:24])([CH3:23])[O:21][B:20]([B:20]2[O:21][C:22]([CH3:24])([CH3:23])[C:18]([CH3:34])([CH3:17])[O:19]2)[O:19]1.C([O-])(=O)C.[K+]. (6) Given the product [C:1]12([C:11]3[CH:12]=[C:13]([C:28]4[CH:29]=[C:30]5[C:35](=[CH:36][CH:37]=4)[CH:34]=[C:33]([Br:38])[CH:32]=[CH:31]5)[CH:14]=[CH:15][C:16]=3[O:17][CH3:18])[CH2:10][CH:5]3[CH2:6][CH:7]([CH2:9][CH:3]([CH2:4]3)[CH2:2]1)[CH2:8]2, predict the reactants needed to synthesize it. The reactants are: [C:1]12([C:11]3[CH:12]=[C:13](B(O)O)[CH:14]=[CH:15][C:16]=3[O:17][CH3:18])[CH2:10][CH:5]3[CH2:6][CH:7]([CH2:9][CH:3]([CH2:4]3)[CH2:2]1)[CH2:8]2.FC(F)(F)S(O[C:28]1[CH:37]=[CH:36][C:35]2[C:30](=[CH:31][CH:32]=[C:33]([Br:38])[CH:34]=2)[CH:29]=1)(=O)=O.[O-]P([O-])([O-])=O.[K+].[K+].[K+].C1COCC1. (7) Given the product [CH3:25][O:24][N:23]([CH3:22])[C:6]([CH:3]1[CH2:4][CH2:5][O:1][CH2:2]1)=[O:8], predict the reactants needed to synthesize it. The reactants are: [O:1]1[CH2:5][CH2:4][CH:3]([C:6]([OH:8])=O)[CH2:2]1.CCN=C=NCCCN(C)C.Cl.Cl.[CH3:22][NH:23][O:24][CH3:25].C(N(CC)CC)C. (8) Given the product [Br:17][C:20]1[S:24][N:23]=[C:22]([C:25]([F:28])([F:27])[F:26])[C:21]=1[C:29]#[N:30], predict the reactants needed to synthesize it. The reactants are: CC(C)CC[N+]([O-])=O.N(OCCC(C)C)=O.[Br:17]Br.N[C:20]1[S:24][N:23]=[C:22]([C:25]([F:28])([F:27])[F:26])[C:21]=1[C:29]#[N:30]. (9) The reactants are: [F:1][C:2]1[CH:7]=[CH:6][CH:5]=[CH:4][C:3]=1[CH:8]=[CH:9][C:10]([NH:12][C@H:13]([C:18]([O:20]C)=[O:19])[CH2:14][CH2:15][S:16][CH3:17])=[O:11].[OH-].[Na+]. Given the product [F:1][C:2]1[CH:7]=[CH:6][CH:5]=[CH:4][C:3]=1[CH:8]=[CH:9][C:10]([NH:12][C@H:13]([C:18]([OH:20])=[O:19])[CH2:14][CH2:15][S:16][CH3:17])=[O:11], predict the reactants needed to synthesize it. (10) Given the product [NH2:1][C:2]1[C:3]2[C:10]([C:11]3[CH:16]=[CH:15][CH:14]=[C:13]([O:17][CH2:18][CH:19]4[CH2:24][CH2:23][CH2:22][CH2:21][O:20]4)[CH:12]=3)=[CH:9][N:8]([C@@H:25]3[CH2:28][C@H:27]([CH2:29][N:31]4[CH2:38][CH2:37][CH2:36][CH:32]4[C:33]([OH:35])=[O:34])[CH2:26]3)[C:4]=2[N:5]=[CH:6][N:7]=1, predict the reactants needed to synthesize it. The reactants are: [NH2:1][C:2]1[C:3]2[C:10]([C:11]3[CH:16]=[CH:15][CH:14]=[C:13]([O:17][CH2:18][CH:19]4[CH2:24][CH2:23][CH2:22][CH2:21][O:20]4)[CH:12]=3)=[CH:9][N:8]([C@@H:25]3[CH2:28][C@H:27]([CH:29]=O)[CH2:26]3)[C:4]=2[N:5]=[CH:6][N:7]=1.[NH:31]1[CH2:38][CH2:37][CH2:36][C@H:32]1[C:33]([OH:35])=[O:34].